From a dataset of Forward reaction prediction with 1.9M reactions from USPTO patents (1976-2016). Predict the product of the given reaction. (1) The product is: [CH3:3][C:2]([C@@H:4]1[CH2:5][CH:6]=[C:7]([CH2:10][OH:11])[CH2:8][CH2:9]1)=[CH2:1]. Given the reactants [CH3:1][C:2]([C@H:4]1[CH2:9][CH:8]=[C:7]([CH2:10][OH:11])[CH2:6][CH2:5]1)=[CH2:3].CC([C@@H]1CC=C(C(O)=O)CC1)=C.CCCCCCCC, predict the reaction product. (2) Given the reactants [NH2:1][C:2]1[CH:7]=[CH:6][C:5]([C:8]2[N:9]([CH:25]3[CH2:27][CH2:26]3)[C:10]3[C:15]([C:16]=2[C:17]#[N:18])=[CH:14][CH:13]=[C:12]([O:19][CH:20]2[CH2:24][CH2:23][CH2:22][O:21]2)[CH:11]=3)=[CH:4][CH:3]=1.C1C([N+]([O-])=O)=CC=C([Cl-][C:38]([O-])=[O:39])C=1.[CH:41]1([CH:44]([OH:46])[CH3:45])[CH2:43][CH2:42]1, predict the reaction product. The product is: [CH:41]1([CH:44]([O:46][C:38](=[O:39])[NH:1][C:2]2[CH:7]=[CH:6][C:5]([C:8]3[N:9]([CH:25]4[CH2:27][CH2:26]4)[C:10]4[C:15]([C:16]=3[C:17]#[N:18])=[CH:14][CH:13]=[C:12]([O:19][CH:20]3[CH2:24][CH2:23][CH2:22][O:21]3)[CH:11]=4)=[CH:4][CH:3]=2)[CH3:45])[CH2:43][CH2:42]1.